From a dataset of Reaction yield outcomes from USPTO patents with 853,638 reactions. Predict the reaction yield, written as a fraction of the theoretical maximum amount of product (1.0 means a 100% yield; for example, 0.34 means a 34% yield). (1) The reactants are [O:1]=[S:2]1(=[O:8])[CH2:7][CH2:6][CH2:5][CH2:4][NH:3]1.[H-].[Na+].F[C:12]1[CH:19]=[C:18]([F:20])[CH:17]=[CH:16][C:13]=1[C:14]#[N:15]. The catalyst is CN(C=O)C.C1COCC1. The product is [F:20][C:18]1[CH:19]=[CH:12][C:13]([C:14]#[N:15])=[C:16]([N:3]2[CH2:4][CH2:5][CH2:6][CH2:7][S:2]2(=[O:8])=[O:1])[CH:17]=1. The yield is 0.0800. (2) The reactants are [Cl:1][C:2]1[CH:3]=[C:4]([CH:9]2[C:17]3[C:12](=[CH:13][CH:14]=[CH:15][CH:16]=3)[C:11](=O)[CH2:10]2)[CH:5]=[C:6]([Cl:8])[CH:7]=1.C(=O)([O-])[O-].[K+].[K+].Cl.[OH:26][NH2:27].O. The catalyst is C(O)C. The product is [Cl:1][C:2]1[CH:3]=[C:4]([CH:9]2[C:17]3[C:12](=[CH:13][CH:14]=[CH:15][CH:16]=3)[C:11](=[N:27][OH:26])[CH2:10]2)[CH:5]=[C:6]([Cl:8])[CH:7]=1. The yield is 0.920.